Dataset: Forward reaction prediction with 1.9M reactions from USPTO patents (1976-2016). Task: Predict the product of the given reaction. (1) Given the reactants [Br:1][C:2]1[CH:3]=[C:4]2[C:8](=[CH:9][CH:10]=1)[NH:7][C:6](=[O:11])/[C:5]/2=[CH:12]/[C:13]1[CH:21]=[C:20]2[C:16]([C:17](/[CH:30]=[CH:31]/[C:32]3[CH:37]=[CH:36][N:35]=[CH:34][CH:33]=3)=[N:18][N:19]2COCC[Si](C)(C)C)=[CH:15][CH:14]=1, predict the reaction product. The product is: [Br:1][C:2]1[CH:3]=[C:4]2[C:8](=[CH:9][CH:10]=1)[NH:7][C:6](=[O:11])/[C:5]/2=[CH:12]/[C:13]1[CH:21]=[C:20]2[C:16]([C:17](/[CH:30]=[CH:31]/[C:32]3[CH:33]=[CH:34][N:35]=[CH:36][CH:37]=3)=[N:18][NH:19]2)=[CH:15][CH:14]=1. (2) Given the reactants [CH:1]1([NH:4][C:5]([C:7]2[C:16](=[O:17])[C:15]3[C:10](=[N:11][CH:12]=[CH:13][CH:14]=3)[N:9]([C:18]3[CH:23]=[CH:22][CH:21]=[C:20]([C:24]4[CH:29]=[CH:28][C:27]([CH2:30]O)=[CH:26][CH:25]=4)[CH:19]=3)[CH:8]=2)=[O:6])[CH2:3][CH2:2]1.C(Br)(Br)(Br)[Br:33].C1C=CC(P(C2C=CC=CC=2)CCP(C2C=CC=CC=2)C2C=CC=CC=2)=CC=1, predict the reaction product. The product is: [CH:1]1([NH:4][C:5]([C:7]2[C:16](=[O:17])[C:15]3[C:10](=[N:11][CH:12]=[CH:13][CH:14]=3)[N:9]([C:18]3[CH:23]=[CH:22][CH:21]=[C:20]([C:24]4[CH:29]=[CH:28][C:27]([CH2:30][Br:33])=[CH:26][CH:25]=4)[CH:19]=3)[CH:8]=2)=[O:6])[CH2:3][CH2:2]1.